This data is from Experimentally validated miRNA-target interactions with 360,000+ pairs, plus equal number of negative samples. The task is: Binary Classification. Given a miRNA mature sequence and a target amino acid sequence, predict their likelihood of interaction. (1) The miRNA is hsa-miR-299-5p with sequence UGGUUUACCGUCCCACAUACAU. The protein sequence of the target gene is MAQWNQLQQLDTRYLEQLHQLYSDSFPMELRQLLAPWIESQDWAYAASKESHATLVFHNLLGEIDQQYSRFLQESNVLYQHNLRRIKQFLQSRYLEKPMEIARIVARCLWEESRLLQTAATAAQQGGQANHPTAAVVTEKQQMLEQHLQDVRKRVQDLEQKMKVVENLLDDFDFNYKTLKSQGDMQDLNGNNQSVTRQKMQQLEQMLTALDQMRRSIVSELAGLLSAMEYVQKTLTDEELADWKRRQQIACIGGPPNICLDRLENWITSLAESQLQTRQQIKKLEELQQKVSYKGDPIVQ.... Result: 0 (no interaction). (2) Result: 0 (no interaction). The miRNA is hsa-miR-4446-5p with sequence AUUUCCCUGCCAUUCCCUUGGC. The protein sequence of the target gene is MEPKVAELKQKIEDTLCPFGFEVYPFQVAWYNELLPPAFHLPLPGPTLAFLVLSTPAMFDRALKPFLQSCHLRMLTDPVDQCVAYHLGRVRESLPELQIEIIADYEVHPNRRPKILAQTAAHVAGAAYYYQRQDVEADPWGNQRISGVCIHPRFGGWFAIRGVVLLPGIEVPDLPPRKPHDCVPTRADRIALLEGFNFHWRDWTYRDAVTPQERYSEEQKAYFSTPPAQRLALLGLAQPSEKPSSPSPDLPFTTPAPKKPGNPSRARSWLSPRVSPPASPGP. (3) The miRNA is hsa-miR-6815-3p with sequence UGGCUUCUCUUGCACACCCAG. The protein sequence of the target gene is MEGTVESQTPDLRDVEGKVGRKTPEGLLRGLRGECELGTSGALLLPGASSTGHDLGDKIMALKMELAYLRAIDVKILQQLVTLNEGIEAVRWLLEERGTLTSHCSSLTSSQYSLTGGSPGRSRRGSWDSLPDTSTTDRLDSVSIGSFLDTVAPSELDEQGPPGAPRSEMDWAKVIAGGERARTEVDVAATRLGSLRAVWKPPGERLQGGPPESPEDESAKLGFEAHWFWEQCQDDVTFL. Result: 1 (interaction). (4) The miRNA is hsa-miR-2276-5p with sequence GCCCUCUGUCACCUUGCAGACG. The protein sequence of the target gene is MGNRRDLGQPRAGLCLLLAALQLLPGTQADPVDVLKALGVQGGQAGVPEGPGFCPQRTPEGDRAFRIGQASTLGIPTWELFPEGHFPENFSLLITLRGQPANQSVLLSIYDERGARQLGLALGPALGLLGDPFRPLPQQVNLTDGRWHRVAVSIDGEMVTLVADCEAQPPVLGHGPRFISIAGLTVLGTQDLGEKTFEGDIQELLISPDPQAAFQACERYLPDCDNLAPAATVAPQGEPETPRPRRKGKGKGRKKGRGRKGKGRKKNKEIWTSSPPPDSAENQTSTDIPKTETPAPNLPP.... Result: 1 (interaction). (5) The miRNA is hsa-miR-4756-3p with sequence CCAGAGAUGGUUGCCUUCCUAU. The protein sequence of the target gene is MQLQFLGTLASSEKRKKSQRLFFKNIKSTKNKAGKASIMSSDTNVNKSASPTATAEEQPVEPDGPLPGSDNNQEKKVRLSPAKMSTKNSTDLVEYVDKSHAFLPIIPNTQRGQLEDRLNNQARTIAFLLEQAFRIKEDISACLQGTHGFRKEESLARKLLESHIQTITSIVKKLSQNIEILEDQIRARDQAATGTNFAVHEINIKHLQGVGDLRGRVARCDSSIVKLSGDIHLFRQEHRQIEKAIQEFVPALETLSKNLDMKVMQLLGKIETASSEQTSNLKMVQGDYRHEMNLLEFKFH.... Result: 1 (interaction). (6) The miRNA is hsa-miR-3678-3p with sequence CUGCAGAGUUUGUACGGACCGG. The protein sequence of the target gene is MSPGSGVKSEYMKRYREPRWDEYAPCYRELLRYRLGRRLLEQAHAPWLWDAWGPDSPSDSSASPSPAPRGALGEPSAPSAREEEQPVGERGAELRDAEEQDTVLPAPPKKDTEEKPEEHKTKETDGAPSGPGPRQQPSALCARGSKKATRSPQRSTSKIKENKHPFALYGWGERQMDMGSQKTHNVCASASVHEIHESALRAKNRRQVEKRKLAAQRQRAHSVDVEKNQRVKPASAENPWLTEYMRCYSARA. Result: 0 (no interaction). (7) The miRNA is hsa-miR-3665 with sequence AGCAGGUGCGGGGCGGCG. The protein sequence of the target gene is MESRKDMVVFLDGGQLGTLVGKRVSNLSEAVGSPLPEPPEKMVPRGCLSPRAVPPATRERGGGGPEEEPVDGLAGSAAGPGAEPQVAGAAMLGPGPPAPSVDSLSGQGQPSSSDTESDFYEEIEVSCTPDCATGNAEYQHSKGSGSEALVGSPNGGSETPKSNGGSGGGGSQGTLACSASDQMRRYRTAFTREQIARLEKEFYRENYVSRPRRCELAAALNLPETTIKVWFQNRRMKDKRQRLAMTWPHPADPAFYTYMMSHAAAAGGLPYPFPSHLPLPYYSPVGLGAASAASAAASPF.... Result: 1 (interaction).